Dataset: Forward reaction prediction with 1.9M reactions from USPTO patents (1976-2016). Task: Predict the product of the given reaction. (1) The product is: [CH2:1]([N:8]1[C@@H:19]([CH3:22])[CH2:20][O:21][CH:10]([C:12]2[CH:17]=[CH:16][CH:15]=[CH:14][N+:13]=2[O-:18])[CH2:9]1)[C:2]1[CH:7]=[CH:6][CH:5]=[CH:4][CH:3]=1. Given the reactants [CH2:1]([N:8]([C@@H:19]([CH3:22])[CH2:20][OH:21])[CH2:9][CH:10]([C:12]1[CH:17]=[CH:16][CH:15]=[CH:14][N+:13]=1[O-:18])O)[C:2]1[CH:7]=[CH:6][CH:5]=[CH:4][CH:3]=1.C(=O)([O-])[O-].[Na+].[Na+], predict the reaction product. (2) Given the reactants [CH3:1][O:2][C:3]1[CH:4]=[C:5]2[C:10](=[CH:11][C:12]=1[O:13][CH3:14])[N:9]=[CH:8][CH:7]=[C:6]2[O:15][C:16]1[CH:22]=[CH:21][C:19]([NH2:20])=[C:18]([CH3:23])[C:17]=1[CH3:24].C1(C)C=CC=CC=1.C(N(CC)CC)C.Cl[C:40](Cl)([O:42]C(=O)OC(Cl)(Cl)Cl)Cl.[Cl:51][C:52]1[CH:60]=[CH:59][CH:58]=[CH:57][C:53]=1[CH:54]([OH:56])[CH3:55], predict the reaction product. The product is: [CH3:1][O:2][C:3]1[CH:4]=[C:5]2[C:10](=[CH:11][C:12]=1[O:13][CH3:14])[N:9]=[CH:8][CH:7]=[C:6]2[O:15][C:16]1[CH:22]=[CH:21][C:19]([NH:20][C:40](=[O:42])[O:56][CH:54]([C:53]2[CH:57]=[CH:58][CH:59]=[CH:60][C:52]=2[Cl:51])[CH3:55])=[C:18]([CH3:23])[C:17]=1[CH3:24].